From a dataset of Forward reaction prediction with 1.9M reactions from USPTO patents (1976-2016). Predict the product of the given reaction. (1) Given the reactants B1C2CCCC1CCC2.[C:10]([O:14][C:15](=[O:34])[NH:16][C:17]1([CH2:31][CH:32]=[CH2:33])[CH2:22][CH2:21][CH:20]([O:23][Si:24]([C:27]([CH3:30])([CH3:29])[CH3:28])([CH3:26])[CH3:25])[CH2:19][CH2:18]1)([CH3:13])([CH3:12])[CH3:11].[OH-:35].[Na+].OO, predict the reaction product. The product is: [C:10]([O:14][C:15](=[O:34])[NH:16][C:17]1([CH2:31][CH2:32][CH2:33][OH:35])[CH2:22][CH2:21][CH:20]([O:23][Si:24]([C:27]([CH3:30])([CH3:29])[CH3:28])([CH3:25])[CH3:26])[CH2:19][CH2:18]1)([CH3:13])([CH3:12])[CH3:11]. (2) Given the reactants [F:1][C:2]1[C:7]2[N:8]=[C:9]([C:11]3[CH:12]=[C:13]([C:20]4[C:21]([N:40]([CH3:45])[S:41]([CH3:44])(=[O:43])=[O:42])=[CH:22][C:23]5[O:27][C:26]([C:28]6[CH:33]=[CH:32][C:31]([F:34])=[CH:30][CH:29]=6)=[C:25]([C:35]([NH:37][CH3:38])=[O:36])[C:24]=5[CH:39]=4)[CH:14]=[CH:15][C:16]=3[N+:17]([O-])=O)[O:10][C:6]=2[CH:5]=[CH:4][CH:3]=1.[NH4+].[Cl-], predict the reaction product. The product is: [NH2:17][C:16]1[CH:15]=[CH:14][C:13]([C:20]2[C:21]([N:40]([CH3:45])[S:41]([CH3:44])(=[O:42])=[O:43])=[CH:22][C:23]3[O:27][C:26]([C:28]4[CH:33]=[CH:32][C:31]([F:34])=[CH:30][CH:29]=4)=[C:25]([C:35]([NH:37][CH3:38])=[O:36])[C:24]=3[CH:39]=2)=[CH:12][C:11]=1[C:9]1[O:10][C:6]2[CH:5]=[CH:4][CH:3]=[C:2]([F:1])[C:7]=2[N:8]=1. (3) Given the reactants [CH2:1]([C:5]1[CH:6]=[C:7]2[N:12]([C:13]=1[C:14]([C:16]1[CH:21]=[CH:20][C:19]([CH2:22][CH2:23][CH2:24][N:25]([CH2:30][CH2:31][CH2:32][CH3:33])[CH2:26][CH2:27][CH2:28][CH3:29])=[CH:18][CH:17]=1)=[O:15])[CH:11]=[CH:10][C:9]([C:34]([O:36]C(C)C)=[O:35])=[CH:8]2)[CH2:2][CH2:3][CH3:4].[OH-].[Na+].Cl, predict the reaction product. The product is: [CH2:1]([C:5]1[CH:6]=[C:7]2[N:12]([C:13]=1[C:14]([C:16]1[CH:17]=[CH:18][C:19]([CH2:22][CH2:23][CH2:24][N:25]([CH2:30][CH2:31][CH2:32][CH3:33])[CH2:26][CH2:27][CH2:28][CH3:29])=[CH:20][CH:21]=1)=[O:15])[CH:11]=[CH:10][C:9]([C:34]([OH:36])=[O:35])=[CH:8]2)[CH2:2][CH2:3][CH3:4]. (4) Given the reactants [OH:1][N:2]=[C:3]([C:5]1[CH:10]=[CH:9][C:8]([CH2:11]O)=[CH:7][CH:6]=1)[NH2:4].[CH2:13]1C2C(=CC=C(C#N)C=2)C[CH2:15][NH:14]1, predict the reaction product. The product is: [OH:1][N:2]=[C:3]([C:5]1[CH:10]=[C:9]2[C:8]([CH2:11][CH2:13][NH:14][CH2:15]2)=[CH:7][CH:6]=1)[NH2:4]. (5) Given the reactants CN(C(ON1N=NC2C=CC=NC1=2)=[N+](C)C)C.F[P-](F)(F)(F)(F)F.[Cl:25][C:26]1[CH:31]=[CH:30][C:29]([N:32]2[CH2:37][CH2:36][NH:35][CH2:34][CH2:33]2)=[CH:28][C:27]=1[O:38][CH:39]([CH3:41])[CH3:40].[Cl:42][C:43]1[C:44]([C:53]([F:56])([F:55])[F:54])=[N:45][N:46]([CH2:49][C:50](O)=[O:51])[C:47]=1[CH3:48], predict the reaction product. The product is: [Cl:25][C:26]1[CH:31]=[CH:30][C:29]([N:32]2[CH2:33][CH2:34][N:35]([C:50](=[O:51])[CH2:49][N:46]3[C:47]([CH3:48])=[C:43]([Cl:42])[C:44]([C:53]([F:56])([F:55])[F:54])=[N:45]3)[CH2:36][CH2:37]2)=[CH:28][C:27]=1[O:38][CH:39]([CH3:41])[CH3:40]. (6) Given the reactants [C:1]([O:5][C:6](=[O:18])[NH:7][CH2:8][CH:9]([NH2:17])[C:10]1[CH:15]=[CH:14][CH:13]=[C:12]([Cl:16])[CH:11]=1)([CH3:4])([CH3:3])[CH3:2].CO, predict the reaction product. The product is: [C:1]([O:5][C:6](=[O:18])[NH:7][CH2:8][C@H:9]([NH2:17])[C:10]1[CH:15]=[CH:14][CH:13]=[C:12]([Cl:16])[CH:11]=1)([CH3:4])([CH3:2])[CH3:3].